Dataset: Orexin1 receptor HTS with 218,158 compounds and 233 confirmed actives. Task: Binary Classification. Given a drug SMILES string, predict its activity (active/inactive) in a high-throughput screening assay against a specified biological target. (1) The compound is S1\C(=C/c2n(ccc2)C)C(=O)N=C1Nc1cc(c(cc1)C)C. The result is 1 (active). (2) The compound is s1c(c(c2c(N3CCN(CC3)c3ccc(OC)cc3)ncnc12)C)C(=O)NCC1OCCC1. The result is 0 (inactive). (3) The molecule is o1c2c(c(=O)c3c1cc(cc3)C#Cc1ccc(N)cc1)cc(OC)c(OC)c2. The result is 0 (inactive). (4) The drug is S(=O)(=O)(N)c1ccc(NC(=O)CSc2n(N)c(=O)c(nn2)C)cc1. The result is 0 (inactive).